Task: Predict the reactants needed to synthesize the given product.. Dataset: Full USPTO retrosynthesis dataset with 1.9M reactions from patents (1976-2016) (1) Given the product [N+:1]([C:4]1[CH:5]=[C:6]([CH2:10][CH2:11][C:12]([OH:14])=[O:13])[CH:7]=[CH:8][CH:9]=1)([O-:3])=[O:2], predict the reactants needed to synthesize it. The reactants are: [N+:1]([C:4]1[CH:5]=[C:6]([CH2:10][CH2:11][C:12]([O:14]CC)=[O:13])[CH:7]=[CH:8][CH:9]=1)([O-:3])=[O:2].[OH-].[Na+].Cl. (2) Given the product [CH2:1]([O:8][C:9](=[O:10])[NH:11][CH2:12][CH2:13][CH2:14][CH2:15][C@H:16]([NH:21][C:22]([O:24][C:25]([CH3:28])([CH3:27])[CH3:26])=[O:23])[CH2:17][C:18]([NH:29][CH2:30][CH2:31][NH:32][C:33]([O:34][C:35]([CH3:38])([CH3:37])[CH3:36])=[O:39])=[O:20])[C:2]1[CH:3]=[CH:4][CH:5]=[CH:6][CH:7]=1, predict the reactants needed to synthesize it. The reactants are: [CH2:1]([O:8][C:9]([NH:11][CH2:12][CH2:13][CH2:14][CH2:15][C@H:16]([NH:21][C:22]([O:24][C:25]([CH3:28])([CH3:27])[CH3:26])=[O:23])[CH2:17][C:18]([OH:20])=O)=[O:10])[C:2]1[CH:7]=[CH:6][CH:5]=[CH:4][CH:3]=1.[NH2:29][CH2:30][CH2:31][NH:32][C:33](=[O:39])[O:34][C:35]([CH3:38])([CH3:37])[CH3:36].C(N(CC)CC)C.C(Cl)CCl.C1C=CC2N(O)N=NC=2C=1. (3) Given the product [CH3:1][C:2]([CH2:16][CH2:17][CH:18]=[C:19]([CH3:21])[CH3:20])=[CH:3][CH2:4][O:5][C:6]1[CH:11]=[CH:10][C:9]([CH2:12][C:13]([NH:34][C:35]2[S:36][S:37][C:38](=[S:40])[N:39]=2)=[O:14])=[CH:8][CH:7]=1, predict the reactants needed to synthesize it. The reactants are: [CH3:1][C:2]([CH2:16][CH2:17][CH:18]=[C:19]([CH3:21])[CH3:20])=[CH:3][CH2:4][O:5][C:6]1[CH:11]=[CH:10][C:9]([CH2:12][C:13](O)=[O:14])=[CH:8][CH:7]=1.C(N1C=CN=C1)(N1C=CN=C1)=O.[NH2:34][C:35]1[S:36][S:37][C:38](=[S:40])[N:39]=1.O. (4) Given the product [C:15]([O:14][C:10](=[O:13])[CH2:11][CH2:1][NH:2][CH:3]([C:4]1[CH:9]=[CH:8][CH:7]=[CH:6][CH:5]=1)[CH3:19])([CH3:18])([CH3:17])[CH3:16], predict the reactants needed to synthesize it. The reactants are: [CH3:1][NH:2][CH2:3][C:4]1[CH:9]=[CH:8][CH:7]=[CH:6][CH:5]=1.[C:10]([O:14][C:15]([CH3:18])([CH3:17])[CH3:16])(=[O:13])[CH:11]=C.[C:19](#N)C.O. (5) The reactants are: Cl.[CH2:2]([C:6]1[CH:11]=[CH:10][C:9]([C:12]#[C:13][C:14]2[CH:34]=[CH:33][C:17]([CH2:18][NH:19][C:20]3[CH:32]=[CH:31][C:23]4[O:24][C:25]([CH3:30])([CH3:29])[O:26][C:27](=[O:28])[C:22]=4[CH:21]=3)=[CH:16][CH:15]=2)=[CH:8][CH:7]=1)[CH2:3][CH2:4][CH3:5].Cl[C:36](=[O:47])[CH2:37][CH2:38][CH2:39][CH2:40][CH2:41][CH2:42][C:43]([O:45][CH3:46])=[O:44]. Given the product [CH2:2]([C:6]1[CH:7]=[CH:8][C:9]([C:12]#[C:13][C:14]2[CH:34]=[CH:33][C:17]([CH2:18][N:19]([C:20]3[CH:32]=[CH:31][C:23]4[O:24][C:25]([CH3:30])([CH3:29])[O:26][C:27](=[O:28])[C:22]=4[CH:21]=3)[C:36](=[O:47])[CH2:37][CH2:38][CH2:39][CH2:40][CH2:41][CH2:42][C:43]([O:45][CH3:46])=[O:44])=[CH:16][CH:15]=2)=[CH:10][CH:11]=1)[CH2:3][CH2:4][CH3:5], predict the reactants needed to synthesize it. (6) Given the product [CH:1]1[C:2]2[C:17](=[O:18])[C:16]([C:19]([OH:21])=[O:20])=[CH:15][N:14]([CH:22]3[CH2:23][CH2:24]3)[C:3]=2[CH:4]=[C:5]([N:8]2[CH2:9][CH2:10][NH:11][CH2:12][CH2:13]2)[C:6]=1[F:7], predict the reactants needed to synthesize it. The reactants are: [CH:1]1[C:2]2[C:17](=[O:18])[C:16]([C:19]([OH:21])=[O:20])=[CH:15][N:14]([CH:22]3[CH2:24][CH2:23]3)[C:3]=2[CH:4]=[C:5]([N:8]2[CH2:13][CH2:12][NH:11][CH2:10][CH2:9]2)[C:6]=1[F:7].Cl. (7) Given the product [CH3:73][O:70][C:69](=[O:71])[CH2:68][C:26]1[CH:25]=[C:24]([O:23][CH2:5][CH2:6][CH2:7][CH2:8][CH2:9][CH2:10][CH2:11][CH2:12][CH2:13][CH2:14][CH2:15][CH2:16][CH2:17][CH2:18][CH2:19][CH2:20][CH2:21][CH3:22])[C:29]([O:30][CH2:31][CH2:32][CH2:33][CH2:34][CH2:35][CH2:36][CH2:37][CH2:38][CH2:39][CH2:40][CH2:41][CH2:42][CH2:43][CH2:44][CH2:45][CH2:46][CH2:47][CH3:48])=[C:28]([O:49][CH2:50][CH2:51][CH2:52][CH2:53][CH2:54][CH2:55][CH2:56][CH2:57][CH2:58][CH2:59][CH2:60][CH2:61][CH2:62][CH2:63][CH2:64][CH2:65][CH2:66][CH3:67])[CH:27]=1, predict the reactants needed to synthesize it. The reactants are: B(F)(F)F.[CH2:5]([O:23][C:24]1[CH:25]=[C:26]([CH2:68][C:69]([OH:71])=[O:70])[CH:27]=[C:28]([O:49][CH2:50][CH2:51][CH2:52][CH2:53][CH2:54][CH2:55][CH2:56][CH2:57][CH2:58][CH2:59][CH2:60][CH2:61][CH2:62][CH2:63][CH2:64][CH2:65][CH2:66][CH3:67])[C:29]=1[O:30][CH2:31][CH2:32][CH2:33][CH2:34][CH2:35][CH2:36][CH2:37][CH2:38][CH2:39][CH2:40][CH2:41][CH2:42][CH2:43][CH2:44][CH2:45][CH2:46][CH2:47][CH3:48])[CH2:6][CH2:7][CH2:8][CH2:9][CH2:10][CH2:11][CH2:12][CH2:13][CH2:14][CH2:15][CH2:16][CH2:17][CH2:18][CH2:19][CH2:20][CH2:21][CH3:22].O.[CH3:73]O. (8) Given the product [CH3:1][O:2][C:3](=[O:4])[NH:5][CH2:10][CH:9]=[CH:8][C:7]1[S:11][C:12](=[NH:14])[NH:13][CH:6]=1, predict the reactants needed to synthesize it. The reactants are: [CH3:1][O:2][C:3]([N:5]1[CH2:10][CH:9]=[CH:8][C@H:7]2[S:11][C:12]([NH2:14])=[N:13][C@@H:6]12)=[O:4].C([O-])([O-])=O.[Na+].[Na+]. (9) Given the product [O:1]1[C:10]2[CH:9]=[CH:8][CH:7]=[CH:6][C:5]=2[C:4](=[O:11])[NH:12][CH2:3][CH2:2]1, predict the reactants needed to synthesize it. The reactants are: [O:1]1[C:10]2[C:5](=[CH:6][CH:7]=[CH:8][CH:9]=2)[C:4](=[O:11])[CH2:3][CH2:2]1.[N-:12]=[N+]=[N-].[Na+].[OH-].[K+]. (10) Given the product [O:17]1[CH2:22][CH2:21][N:20]([CH2:23][CH2:24][NH:25][C:2]([NH:1][C:4]2[CH:9]=[CH:8][C:7]([N+:10]([O-:12])=[O:11])=[CH:6][C:5]=2[C:13]([F:14])([F:15])[F:16])=[O:3])[CH2:19][CH2:18]1, predict the reactants needed to synthesize it. The reactants are: [N:1]([C:4]1[CH:9]=[CH:8][C:7]([N+:10]([O-:12])=[O:11])=[CH:6][C:5]=1[C:13]([F:16])([F:15])[F:14])=[C:2]=[O:3].[O:17]1[CH2:22][CH2:21][N:20]([CH2:23][CH2:24][NH2:25])[CH2:19][CH2:18]1.